From a dataset of Peptide-MHC class I binding affinity with 185,985 pairs from IEDB/IMGT. Regression. Given a peptide amino acid sequence and an MHC pseudo amino acid sequence, predict their binding affinity value. This is MHC class I binding data. The peptide sequence is WTGMVDGWY. The MHC is HLA-B27:03 with pseudo-sequence HLA-B27:03. The binding affinity (normalized) is 0.0847.